Predict the product of the given reaction. From a dataset of Forward reaction prediction with 1.9M reactions from USPTO patents (1976-2016). (1) Given the reactants Br[C:2]1[N:7]=[C:6]([C:8]2[C:16]3[C:11](=[N:12][C:13]([NH:17][CH2:18][CH2:19][N:20]4[CH2:25][CH2:24][O:23][CH2:22][CH2:21]4)=[N:14][CH:15]=3)[N:10]([CH2:26][O:27][CH2:28][CH2:29][Si:30]([CH3:33])([CH3:32])[CH3:31])[N:9]=2)[CH:5]=[CH:4][CH:3]=1.[Cl:34][C:35]1[CH:42]=[CH:41][CH:40]=[CH:39][C:36]=1[CH2:37][NH2:38].CN(C1C(C2C(P(C3CCCCC3)C3CCCCC3)=CC=CC=2)=CC=CC=1)C.C(O[Na])(C)(C)C, predict the reaction product. The product is: [Cl:34][C:35]1[CH:42]=[CH:41][CH:40]=[CH:39][C:36]=1[CH2:37][NH:38][C:2]1[N:7]=[C:6]([C:8]2[C:16]3[C:11](=[N:12][C:13]([NH:17][CH2:18][CH2:19][N:20]4[CH2:25][CH2:24][O:23][CH2:22][CH2:21]4)=[N:14][CH:15]=3)[N:10]([CH2:26][O:27][CH2:28][CH2:29][Si:30]([CH3:33])([CH3:32])[CH3:31])[N:9]=2)[CH:5]=[CH:4][CH:3]=1. (2) The product is: [CH3:15][O:14][CH2:13][CH2:12][O:1][C:2]1[CH:10]=[CH:9][C:5]([C:6]([OH:8])=[O:7])=[CH:4][CH:3]=1. Given the reactants [OH:1][C:2]1[CH:10]=[CH:9][C:5]([C:6]([OH:8])=[O:7])=[CH:4][CH:3]=1.Cl[CH2:12][CH2:13][O:14][CH3:15].[OH-].[K+].Cl, predict the reaction product. (3) Given the reactants [Br:1][C:2]1[CH:3]=[C:4]([NH2:8])[CH:5]=[N:6][CH:7]=1.[CH:9]1([S:12](Cl)(=[O:14])=[O:13])[CH2:11][CH2:10]1.O1CCOCC1.N1C=CC=CC=1, predict the reaction product. The product is: [Br:1][C:2]1[CH:3]=[C:4]([NH:8][S:12]([CH:9]2[CH2:11][CH2:10]2)(=[O:14])=[O:13])[CH:5]=[N:6][CH:7]=1. (4) Given the reactants Cl.[NH2:2][CH2:3][C:4]([O:6]C)=[O:5].C(N(CC)CC)C.[CH3:15][NH:16][C:17]([N:19]1[C:27]2[C:22](=[CH:23][C:24]([O:28][C:29]3[CH:34]=[CH:33][N:32]=[C:31]([N:35](C(OC4C=CC=CC=4)=O)[C:36](=O)[O:37]C4C=CC=CC=4)[CH:30]=3)=[CH:25][CH:26]=2)[CH:21]=[CH:20]1)=[O:18].O, predict the reaction product. The product is: [CH3:15][NH:16][C:17]([N:19]1[C:27]2[C:22](=[CH:23][C:24]([O:28][C:29]3[CH:34]=[CH:33][N:32]=[C:31]([NH:35][C:36]([NH:2][CH2:3][C:4]([OH:6])=[O:5])=[O:37])[CH:30]=3)=[CH:25][CH:26]=2)[CH:21]=[CH:20]1)=[O:18].